From a dataset of Forward reaction prediction with 1.9M reactions from USPTO patents (1976-2016). Predict the product of the given reaction. (1) Given the reactants [I:1][C:2]1[CH:8]=[CH:7][C:5]([NH2:6])=[CH:4][CH:3]=1.CC1(C)[O:15][C:14](=O)[CH2:13][C:12](=[O:17])[O:11]1, predict the reaction product. The product is: [I:1][C:2]1[CH:8]=[CH:7][C:5]([NH:6][C:14](=[O:15])[CH2:13][C:12]([OH:17])=[O:11])=[CH:4][CH:3]=1. (2) Given the reactants [F:1][C:2]1[C:10]([C:11]([OH:13])=O)=[C:9]2[C:5]([CH:6]=[CH:7][NH:8]2)=[CH:4][CH:3]=1.[C:14]([C:18]1[CH:35]=[CH:34][C:21]([CH2:22][NH:23][CH2:24][CH2:25][C:26]2[CH:31]=[CH:30][C:29]([Cl:32])=[C:28]([Cl:33])[CH:27]=2)=[CH:20][CH:19]=1)([CH3:17])([CH3:16])[CH3:15].CCN=C=NCCCN(C)C.Cl, predict the reaction product. The product is: [C:14]([C:18]1[CH:35]=[CH:34][C:21]([CH2:22][N:23]([CH2:24][CH2:25][C:26]2[CH:31]=[CH:30][C:29]([Cl:32])=[C:28]([Cl:33])[CH:27]=2)[C:11]([C:10]2[C:2]([F:1])=[CH:3][CH:4]=[C:5]3[C:9]=2[NH:8][CH:7]=[CH:6]3)=[O:13])=[CH:20][CH:19]=1)([CH3:17])([CH3:15])[CH3:16].